Predict the reaction yield, written as a fraction of the theoretical maximum amount of product (1.0 means a 100% yield; for example, 0.34 means a 34% yield). From a dataset of Reaction yield outcomes from USPTO patents with 853,638 reactions. (1) The reactants are [CH2:1]([N:8]1[C:12]([CH:13]=O)=[CH:11][C:10]([O:15][CH:16]([CH3:18])[CH3:17])=[N:9]1)[C:2]1[CH:7]=[CH:6][CH:5]=[CH:4][CH:3]=1.C(OP([CH2:27][C:28]([O:30][CH2:31][CH3:32])=[O:29])(OCC)=O)C.[H-].[Na+].O. The catalyst is O1CCCC1.CN(C)C=O. The product is [CH2:1]([N:8]1[C:12](/[CH:13]=[CH:27]/[C:28]([O:30][CH2:31][CH3:32])=[O:29])=[CH:11][C:10]([O:15][CH:16]([CH3:18])[CH3:17])=[N:9]1)[C:2]1[CH:7]=[CH:6][CH:5]=[CH:4][CH:3]=1. The yield is 0.810. (2) The reactants are [CH2:1]([CH:3]([C:6]1[C:10]([CH2:11][CH2:12][CH2:13][O:14][C:15]2[C:22]([O:23][CH3:24])=[CH:21][CH:20]=[CH:19][C:16]=2C=O)=[CH:9][N:8]([C:25]2[CH:30]=[CH:29][C:28]([C:31]([F:34])([F:33])[F:32])=[CH:27][N:26]=2)[N:7]=1)[CH2:4][CH3:5])[CH3:2].[O:35]1[CH2:39][CH2:38][CH2:37][CH2:36]1.CSCS(C)=[O:44].[OH-].[Na+]. The yield is 0.820. The product is [CH2:4]([CH:3]([C:6]1[C:10]([CH2:11][CH2:12][CH2:13][O:14][C:15]2[C:22]([O:23][CH3:24])=[CH:21][CH:20]=[CH:19][C:16]=2[CH2:37][C:36]([O:35][CH2:39][CH3:38])=[O:44])=[CH:9][N:8]([C:25]2[CH:30]=[CH:29][C:28]([C:31]([F:34])([F:32])[F:33])=[CH:27][N:26]=2)[N:7]=1)[CH2:1][CH3:2])[CH3:5]. The catalyst is O. (3) The reactants are [CH:1]1([N:5]2[CH2:10][CH2:9][CH:8]([O:11][C:12]3[CH:17]=[CH:16][C:15]([C:18]4([C:24](=[S:26])[NH2:25])[CH2:23][CH2:22][O:21][CH2:20][CH2:19]4)=[CH:14][CH:13]=3)[CH2:7][CH2:6]2)[CH2:4][CH2:3][CH2:2]1.[CH2:27](OC(OCC)CBr)[CH3:28]. No catalyst specified. The product is [CH:1]1([N:5]2[CH2:10][CH2:9][CH:8]([O:11][C:12]3[CH:17]=[CH:16][C:15]([C:18]4([C:24]5[S:26][CH:27]=[CH:28][N:25]=5)[CH2:23][CH2:22][O:21][CH2:20][CH2:19]4)=[CH:14][CH:13]=3)[CH2:7][CH2:6]2)[CH2:2][CH2:3][CH2:4]1. The yield is 0.390. (4) The reactants are [CH3:1][S:2][C:3]1[N:8]=[CH:7][C:6]([N+:9]([O-])=O)=[CH:5][N:4]=1. The catalyst is C(O)C.C(O)(=O)C.C(OCC)(=O)C.[Fe]. The product is [CH3:1][S:2][C:3]1[N:8]=[CH:7][C:6]([NH2:9])=[CH:5][N:4]=1. The yield is 0.510. (5) The reactants are [CH2:1]([N:3]1[CH:8]=[CH:7][N:6]=[C:5](O)[C:4]1=[O:10])[CH3:2].P(Br)(Br)([Br:13])=O.C(=O)([O-])[O-].[Na+].[Na+].O. The catalyst is ClC(Cl)C. The product is [Br:13][C:5]1[C:4](=[O:10])[N:3]([CH2:1][CH3:2])[CH:8]=[CH:7][N:6]=1. The yield is 0.402. (6) The product is [CH2:34]([CH:26]([CH:27]([CH2:31][CH2:32][CH3:33])[C:28]([NH2:30])=[O:29])[C:25]([NH:24][CH:15]1[CH:14]2[C:13](=[O:39])[CH2:12][CH:11]([C:9](=[O:10])[NH:8][CH2:1][C:2]3[CH:3]=[CH:4][C:5]([O:41][CH3:40])=[CH:6][CH:7]=3)[CH2:23][N:21]3[C:22]2=[C:18]([CH:19]=[CH:20]3)[CH2:17][CH2:16]1)=[O:38])[CH:35]([CH3:36])[CH3:37]. The reactants are [CH2:1]([NH:8][C:9]([CH:11]1[CH2:23][N:21]2[C:22]3[CH:14]([CH:15]([NH:24][C:25](=[O:38])[CH:26]([CH2:34][CH:35]([CH3:37])[CH3:36])[CH:27]([CH2:31][CH2:32][CH3:33])[C:28]([NH2:30])=[O:29])[CH2:16][CH2:17][C:18]=3[CH:19]=[CH:20]2)[C:13](=[O:39])[CH2:12]1)=[O:10])[C:2]1[CH:7]=[CH:6][CH:5]=[CH:4][CH:3]=1.[CH3:40][O:41]C1C=CC(CN)=CC=1. No catalyst specified. The yield is 0.400. (7) The reactants are [F:1][C:2]1[CH:7]=[C:6]([O:8][C:9]2[CH:14]=[CH:13][CH:12]=[CH:11][CH:10]=2)[CH:5]=[CH:4][C:3]=1[C:15]1[C:23]2[C:18](=[N:19][CH:20]=[N:21][C:22]=2[NH2:24])[N:17]([C@@H:25]2[CH2:30][CH2:29][CH2:28][NH:27][CH2:26]2)[N:16]=1.[C:31]([CH2:33][C:34](O)=[O:35])#[N:32].N1(C(N2C=CN=C2)=O)C=CN=C1. The catalyst is ClCCl. The product is [NH2:24][C:22]1[N:21]=[CH:20][N:19]=[C:18]2[N:17]([C@@H:25]3[CH2:30][CH2:29][CH2:28][N:27]([C:34](=[O:35])[CH2:33][C:31]#[N:32])[CH2:26]3)[N:16]=[C:15]([C:3]3[CH:4]=[CH:5][C:6]([O:8][C:9]4[CH:14]=[CH:13][CH:12]=[CH:11][CH:10]=4)=[CH:7][C:2]=3[F:1])[C:23]=12. The yield is 0.450.